Dataset: Reaction yield outcomes from USPTO patents with 853,638 reactions. Task: Predict the reaction yield, written as a fraction of the theoretical maximum amount of product (1.0 means a 100% yield; for example, 0.34 means a 34% yield). (1) The reactants are Br[C:2]1[CH:3]=[C:4]([C:8]2[N:12]3[N:13]=[CH:14][C:15]([C:17]([F:20])([F:19])[F:18])=[N:16][C:11]3=[N:10][CH:9]=2)[CH:5]=[CH:6][CH:7]=1.[N:21]1[CH:26]=[CH:25][C:24](B(O)O)=[CH:23][CH:22]=1.C([O-])([O-])=O.[Na+].[Na+]. The catalyst is COCCOC.C(OCC)(=O)C.C1C=CC([P]([Pd]([P](C2C=CC=CC=2)(C2C=CC=CC=2)C2C=CC=CC=2)([P](C2C=CC=CC=2)(C2C=CC=CC=2)C2C=CC=CC=2)[P](C2C=CC=CC=2)(C2C=CC=CC=2)C2C=CC=CC=2)(C2C=CC=CC=2)C2C=CC=CC=2)=CC=1. The product is [N:21]1[CH:26]=[CH:25][C:24]([C:2]2[CH:3]=[C:4]([C:8]3[N:12]4[N:13]=[CH:14][C:15]([C:17]([F:20])([F:19])[F:18])=[N:16][C:11]4=[N:10][CH:9]=3)[CH:5]=[CH:6][CH:7]=2)=[CH:23][CH:22]=1. The yield is 0.440. (2) The reactants are [H-].C([Al+]CC(C)C)C(C)C.C[O:12][C:13]([C:15]1([OH:38])[CH2:20][C@@H:19]([O:21][Si:22]([C:25]([CH3:28])([CH3:27])[CH3:26])([CH3:24])[CH3:23])[C:18](=[CH2:29])[C@H:17]([O:30][Si:31]([C:34]([CH3:37])([CH3:36])[CH3:35])([CH3:33])[CH3:32])[CH2:16]1)=O. The catalyst is CCOCC. The product is [Si:22]([O:21][C@H:19]1[C:18](=[CH2:29])[C@H:17]([O:30][Si:31]([C:34]([CH3:37])([CH3:36])[CH3:35])([CH3:33])[CH3:32])[CH2:16][C:15]([CH2:13][OH:12])([OH:38])[CH2:20]1)([C:25]([CH3:27])([CH3:28])[CH3:26])([CH3:24])[CH3:23]. The yield is 0.240. (3) The reactants are Br[C:2]1[CH:3]=[CH:4][C:5]([CH2:8][N:9]2[CH2:14][CH2:13][O:12][CH2:11][CH2:10]2)=[N:6][CH:7]=1.[F:15][C:16]1[CH:17]=[C:18]([N:31]2[CH2:35][C@H:34]([CH2:36][N:37]3[CH:41]=[CH:40][N:39]=[N:38]3)[O:33][C:32]2=[O:42])[CH:19]=[CH:20][C:21]=1B1OC(C)(C)C(C)(C)O1.C(=O)([O-])[O-].[Na+].[Na+]. No catalyst specified. The product is [F:15][C:16]1[CH:17]=[C:18]([N:31]2[CH2:35][C@H:34]([CH2:36][N:37]3[CH:41]=[CH:40][N:39]=[N:38]3)[O:33][C:32]2=[O:42])[CH:19]=[CH:20][C:21]=1[C:2]1[CH:7]=[N:6][C:5]([CH2:8][N:9]2[CH2:14][CH2:13][O:12][CH2:11][CH2:10]2)=[CH:4][CH:3]=1. The yield is 0.550. (4) The reactants are [C:1]([N:8]1[CH2:13][CH2:12][C:11](=[O:14])[CH:10]([F:15])[CH2:9]1)([O:3][C:4]([CH3:7])([CH3:6])[CH3:5])=[O:2].[OH-].[Na+]. The catalyst is C1COCC1. The product is [C:1]([N:8]1[CH2:13][CH2:12][C@H:11]([OH:14])[C@H:10]([F:15])[CH2:9]1)([O:3][C:4]([CH3:7])([CH3:6])[CH3:5])=[O:2]. The yield is 0.560.